Dataset: hERG potassium channel inhibition data for cardiac toxicity prediction from Karim et al.. Task: Regression/Classification. Given a drug SMILES string, predict its toxicity properties. Task type varies by dataset: regression for continuous values (e.g., LD50, hERG inhibition percentage) or binary classification for toxic/non-toxic outcomes (e.g., AMES mutagenicity, cardiotoxicity, hepatotoxicity). Dataset: herg_karim. (1) The drug is COc1ccccc1Oc1ccccc1CN1CCC2(CC1)CCN(C(=O)c1cc(Cl)c(Cl)cc1C(=O)O)CC2. The result is 0 (non-blocker). (2) The compound is Cc1cccc(-c2[nH]c(CNc3ccccc3F)nc2-c2ccc3ncnn3c2)n1. The result is 0 (non-blocker). (3) The drug is O=C(Cc1ccc(-c2ccc(OCCN3CCOCC3)cc2)cn1)NCc1ccccc1. The result is 0 (non-blocker). (4) The drug is CC1CCCN1CCc1ccc(-c2ccc(S(=O)(=O)N3CCS(=O)(=O)CC3)cc2)cc1. The result is 1 (blocker).